Dataset: NCI-60 drug combinations with 297,098 pairs across 59 cell lines. Task: Regression. Given two drug SMILES strings and cell line genomic features, predict the synergy score measuring deviation from expected non-interaction effect. Drug 1: CCC(=C(C1=CC=CC=C1)C2=CC=C(C=C2)OCCN(C)C)C3=CC=CC=C3.C(C(=O)O)C(CC(=O)O)(C(=O)O)O. Drug 2: CCN(CC)CCCC(C)NC1=C2C=C(C=CC2=NC3=C1C=CC(=C3)Cl)OC. Cell line: A549. Synergy scores: CSS=5.69, Synergy_ZIP=-1.72, Synergy_Bliss=-0.279, Synergy_Loewe=-0.197, Synergy_HSA=-0.0724.